From a dataset of Experimentally validated miRNA-target interactions with 360,000+ pairs, plus equal number of negative samples. Binary Classification. Given a miRNA mature sequence and a target amino acid sequence, predict their likelihood of interaction. The miRNA is mmu-miR-17-3p with sequence ACUGCAGUGAGGGCACUUGUAG. The protein sequence of the target gene is MVIRVYIASSSGSTAIKKKQQDVLCFLEANKIGFEEKDIAANEENRKWMRENVPEDSRPSTGYPLPPQIFNECQYRGDYDAFFEARENNAVYAFLGLTAPPGSKEAEAQANQQA. Result: 0 (no interaction).